Dataset: Forward reaction prediction with 1.9M reactions from USPTO patents (1976-2016). Task: Predict the product of the given reaction. Given the reactants Br[CH2:2][C:3]#[C:4][C:5]1[CH:10]=[CH:9][C:8]([C:11]([F:14])([F:13])[F:12])=[CH:7][CH:6]=1.[NH2:15][C:16]1[CH:32]=[CH:31][CH:30]=[CH:29][C:17]=1[O:18][C:19]1[CH:20]=[C:21]([CH:26]=[CH:27][CH:28]=1)[C:22]([O:24][CH3:25])=[O:23].C(=O)([O-])[O-].[Cs+].[Cs+].O, predict the reaction product. The product is: [F:12][C:11]([F:14])([F:13])[C:8]1[CH:9]=[CH:10][C:5]([C:4]#[C:3][CH2:2][NH:15][C:16]2[CH:32]=[CH:31][CH:30]=[CH:29][C:17]=2[O:18][C:19]2[CH:20]=[C:21]([CH:26]=[CH:27][CH:28]=2)[C:22]([OH:24])=[O:23])=[CH:6][CH:7]=1.[F:12][C:11]([F:14])([F:13])[C:8]1[CH:9]=[CH:10][C:5]([C:4]#[C:3][CH2:2][NH:15][C:16]2[CH:32]=[CH:31][CH:30]=[CH:29][C:17]=2[O:18][C:19]2[CH:20]=[C:21]([CH:26]=[CH:27][CH:28]=2)[C:22]([O:24][CH3:25])=[O:23])=[CH:6][CH:7]=1.